Dataset: Peptide-MHC class II binding affinity with 134,281 pairs from IEDB. Task: Regression. Given a peptide amino acid sequence and an MHC pseudo amino acid sequence, predict their binding affinity value. This is MHC class II binding data. (1) The peptide sequence is ATPEAKYDAYVATLS. The MHC is HLA-DQA10401-DQB10402 with pseudo-sequence HLA-DQA10401-DQB10402. The binding affinity (normalized) is 0.410. (2) The peptide sequence is PIYIVTPTNASHIQS. The MHC is HLA-DPA10301-DPB10402 with pseudo-sequence HLA-DPA10301-DPB10402. The binding affinity (normalized) is 0.169.